Task: Predict the reactants needed to synthesize the given product.. Dataset: Full USPTO retrosynthesis dataset with 1.9M reactions from patents (1976-2016) (1) Given the product [C:11]([NH:19][C:20]([NH:10][C:3]1[C:2]([Br:1])=[CH:7][C:6]([F:8])=[CH:5][C:4]=1[Br:9])=[S:21])(=[O:18])[C:12]1[CH:17]=[CH:16][CH:15]=[CH:14][CH:13]=1, predict the reactants needed to synthesize it. The reactants are: [Br:1][C:2]1[CH:7]=[C:6]([F:8])[CH:5]=[C:4]([Br:9])[C:3]=1[NH2:10].[C:11]([N:19]=[C:20]=[S:21])(=[O:18])[C:12]1[CH:17]=[CH:16][CH:15]=[CH:14][CH:13]=1. (2) Given the product [CH3:20][NH:19][C@@H:12]1[C:13]2[CH:14]=[CH:15][CH:16]=[CH:17][C:18]=2[C@H:9]([C:4]2[CH:5]=[CH:6][C:7]([Cl:8])=[C:2]([Cl:1])[CH:3]=2)[CH2:10][CH2:11]1, predict the reactants needed to synthesize it. The reactants are: [Cl:1][C:2]1[CH:3]=[C:4]([CH:9]2[C:18]3[C:13](=[CH:14][CH:15]=[CH:16][CH:17]=3)[C:12](=[N:19][CH3:20])[CH2:11][CH2:10]2)[CH:5]=[CH:6][C:7]=1[Cl:8].ClC1C=C(C2C3C(=CC=CC=3)C(=[N+]([O-])C)CC2)C=CC=1Cl.